From a dataset of Full USPTO retrosynthesis dataset with 1.9M reactions from patents (1976-2016). Predict the reactants needed to synthesize the given product. (1) Given the product [Cl:15][C:14]1[C:5]2[NH:4][C:1]([CH3:2])=[N:18][C:6]=2[C:7]([O:16][CH3:17])=[C:8]([C:9]([O:11][CH3:12])=[O:10])[CH:13]=1, predict the reactants needed to synthesize it. The reactants are: [C:1]([NH:4][C:5]1[C:14]([Cl:15])=[CH:13][C:8]([C:9]([O:11][CH3:12])=[O:10])=[C:7]([O:16][CH3:17])[C:6]=1[NH2:18])(=O)[CH3:2].C1(C)C=CC(S(O)(=O)=O)=CC=1. (2) Given the product [Cl:1][C:2]1[C:3](=[O:29])[N:4]([C:18]2[CH:23]=[C:22]([C:24]3[CH:25]=[CH:26][N:35]=[C:33]([C:32]([OH:31])([CH3:37])[CH3:36])[N:34]=3)[CH:21]=[CH:20][C:19]=2[CH3:28])[C:5]([CH3:17])=[N:6][C:7]=1[O:8][CH2:9][C:10]1[CH:15]=[CH:14][CH:13]=[C:12]([F:16])[N:11]=1, predict the reactants needed to synthesize it. The reactants are: [Cl:1][C:2]1[C:3](=[O:29])[N:4]([C:18]2[CH:23]=[C:22]([C:24](=O)[C:25]#[CH:26])[CH:21]=[CH:20][C:19]=2[CH3:28])[C:5]([CH3:17])=[N:6][C:7]=1[O:8][CH2:9][C:10]1[CH:15]=[CH:14][CH:13]=[C:12]([F:16])[N:11]=1.Cl.[OH:31][C:32]([CH3:37])([CH3:36])[C:33]([NH2:35])=[NH:34].C(=O)([O-])[O-].[K+].[K+]. (3) Given the product [Br:12][CH2:9][C:8]1[C:3]([O:2][CH3:1])=[N:4][CH:5]=[CH:6][C:7]=1[O:10][CH3:11], predict the reactants needed to synthesize it. The reactants are: [CH3:1][O:2][C:3]1[C:8]([CH3:9])=[C:7]([O:10][CH3:11])[CH:6]=[CH:5][N:4]=1.[Br:12]N1C(=O)CCC1=O. (4) Given the product [CH2:1]([C:7]1[C:8]([C:37]2[CH:42]=[CH:41][C:40]([S:44]([Cl:43])(=[O:47])=[O:45])=[CH:39][CH:38]=2)=[C:9]([C:31]2[CH:32]=[CH:33][C:34]([S:44]([Cl:43])(=[O:47])=[O:45])=[CH:35][CH:36]=2)[C:10]([C:25]2[CH:26]=[CH:27][C:28]([S:44]([Cl:43])(=[O:47])=[O:45])=[CH:29][CH:30]=2)=[C:11]([C:19]2[CH:24]=[CH:23][C:22]([S:44]([Cl:43])(=[O:47])=[O:45])=[CH:21][CH:20]=2)[C:12]=1[C:13]1[CH:18]=[CH:17][C:16]([S:44]([Cl:43])(=[O:47])=[O:45])=[CH:15][CH:14]=1)[CH2:2][CH2:3][CH2:4][CH2:5][CH3:6], predict the reactants needed to synthesize it. The reactants are: [CH2:1]([C:7]1[C:12]([C:13]2[CH:18]=[CH:17][CH:16]=[CH:15][CH:14]=2)=[C:11]([C:19]2[CH:24]=[CH:23][CH:22]=[CH:21][CH:20]=2)[C:10]([C:25]2[CH:30]=[CH:29][CH:28]=[CH:27][CH:26]=2)=[C:9]([C:31]2[CH:36]=[CH:35][CH:34]=[CH:33][CH:32]=2)[C:8]=1[C:37]1[CH:42]=[CH:41][CH:40]=[CH:39][CH:38]=1)[CH2:2][CH2:3][CH2:4][CH2:5][CH3:6].[Cl:43][S:44]([OH:47])(=O)=[O:45].